From a dataset of Peptide-MHC class II binding affinity with 134,281 pairs from IEDB. Regression. Given a peptide amino acid sequence and an MHC pseudo amino acid sequence, predict their binding affinity value. This is MHC class II binding data. (1) The peptide sequence is EKKYFAANQFEPLAA. The MHC is HLA-DQA10101-DQB10501 with pseudo-sequence HLA-DQA10101-DQB10501. The binding affinity (normalized) is 0.467. (2) The peptide sequence is RTLILAPTRVVASEM. The MHC is DRB1_1302 with pseudo-sequence DRB1_1302. The binding affinity (normalized) is 0.750.